The task is: Regression. Given two drug SMILES strings and cell line genomic features, predict the synergy score measuring deviation from expected non-interaction effect.. This data is from NCI-60 drug combinations with 297,098 pairs across 59 cell lines. Drug 1: CC1C(C(CC(O1)OC2CC(OC(C2O)C)OC3=CC4=CC5=C(C(=O)C(C(C5)C(C(=O)C(C(C)O)O)OC)OC6CC(C(C(O6)C)O)OC7CC(C(C(O7)C)O)OC8CC(C(C(O8)C)O)(C)O)C(=C4C(=C3C)O)O)O)O. Drug 2: C1=NC2=C(N=C(N=C2N1C3C(C(C(O3)CO)O)F)Cl)N. Cell line: NCI-H522. Synergy scores: CSS=17.8, Synergy_ZIP=-6.82, Synergy_Bliss=-9.76, Synergy_Loewe=-12.9, Synergy_HSA=-9.05.